From a dataset of Forward reaction prediction with 1.9M reactions from USPTO patents (1976-2016). Predict the product of the given reaction. (1) Given the reactants Cl.[NH2:2]O.[C:4](=[O:7])([O-])[OH:5].[Na+].[F:9][C:10]1([F:50])[CH2:15][CH2:14][CH:13]([O:16][C:17]2[CH:22]=[CH:21][C:20]([N:23]3[C:28](=[O:29])[C:27]([CH2:30][C:31]4[CH:36]=[CH:35][C:34]([C:37]5[C:38]([C:43]#[N:44])=[CH:39][CH:40]=[CH:41][CH:42]=5)=[CH:33][CH:32]=4)=[C:26]([CH2:45][CH2:46][CH3:47])[N:25]=[C:24]3[CH2:48][CH3:49])=[CH:19][CH:18]=2)[CH2:12][CH2:11]1.O, predict the reaction product. The product is: [F:50][C:10]1([F:9])[CH2:11][CH2:12][CH:13]([O:16][C:17]2[CH:18]=[CH:19][C:20]([N:23]3[C:28](=[O:29])[C:27]([CH2:30][C:31]4[CH:36]=[CH:35][C:34]([C:37]5[CH:42]=[CH:41][CH:40]=[CH:39][C:38]=5[C:43]5[NH:2][C:4](=[O:7])[O:5][N:44]=5)=[CH:33][CH:32]=4)=[C:26]([CH2:45][CH2:46][CH3:47])[N:25]=[C:24]3[CH2:48][CH3:49])=[CH:21][CH:22]=2)[CH2:14][CH2:15]1. (2) Given the reactants CO.[C:3]([O:7][C:8]([N:10]1[CH2:16][CH2:15][CH2:14][C:13]([C:18]2[CH:23]=[CH:22][C:21]([F:24])=[CH:20][CH:19]=2)(O)[CH2:12][CH2:11]1)=[O:9])([CH3:6])([CH3:5])[CH3:4], predict the reaction product. The product is: [C:3]([O:7][C:8]([N:10]1[CH2:16][CH2:15][CH2:14][CH:13]([C:18]2[CH:23]=[CH:22][C:21]([F:24])=[CH:20][CH:19]=2)[CH2:12][CH2:11]1)=[O:9])([CH3:6])([CH3:4])[CH3:5]. (3) Given the reactants [CH2:1]([O:3][C:4](=[O:18])[CH:5]([O:15][CH2:16][CH3:17])[CH2:6][C:7]1[CH:12]=[CH:11][C:10]([OH:13])=[C:9]([F:14])[CH:8]=1)[CH3:2].[CH3:19][C:20]1[N:21]=[C:22]([C:27]2[CH:32]=[CH:31][C:30]([C:33]([F:36])([F:35])[F:34])=[CH:29][CH:28]=2)[S:23][C:24]=1[CH2:25]O.C1(P(C2C=CC=CC=2)C2C=CC=CC=2)C=CC=CC=1.N(C(OCC)=O)=NC(OCC)=O, predict the reaction product. The product is: [CH2:1]([O:3][C:4](=[O:18])[CH:5]([O:15][CH2:16][CH3:17])[CH2:6][C:7]1[CH:12]=[CH:11][C:10]([O:13][CH2:25][C:24]2[S:23][C:22]([C:27]3[CH:28]=[CH:29][C:30]([C:33]([F:36])([F:34])[F:35])=[CH:31][CH:32]=3)=[N:21][C:20]=2[CH3:19])=[C:9]([F:14])[CH:8]=1)[CH3:2]. (4) Given the reactants [N+:1](=[CH:3][C:4]([C:6]1([C:11]([F:14])([F:13])[F:12])[CH2:10][CH2:9][CH2:8][CH2:7]1)=O)=[N-:2].NN1[N:25]=[C:24]([C:26]2[CH:31]=[CH:30][C:29]([Cl:32])=[CH:28][CH:27]=2)[C:23]2[C:18](=[CH:19][CH:20]=[CH:21][CH:22]=2)[C:17]1=[O:33].CN1CCCC1=[O:40], predict the reaction product. The product is: [Cl:32][C:29]1[CH:30]=[CH:31][C:26]([C:24]2[C:23]3[C:18](=[CH:19][CH:20]=[CH:21][CH:22]=3)[C:17](=[O:33])[N:2]([NH:1][C:3](=[O:40])[CH2:4][C:6]3([C:11]([F:14])([F:13])[F:12])[CH2:10][CH2:9][CH2:8][CH2:7]3)[N:25]=2)=[CH:27][CH:28]=1. (5) Given the reactants [CH3:1][O:2][C:3](=[O:24])[C@H:4]([OH:23])[CH2:5][N:6]([CH2:15][C:16]1[CH:21]=[CH:20][C:19](Br)=[CH:18][CH:17]=1)[NH:7]C(OC(C)(C)C)=O.[Cl:25][C:26]1[CH:27]=[CH:28][C:29]([F:35])=[C:30](B(O)O)[CH:31]=1.[C:36]([O-])([O-])=O.[K+].[K+].O.Cl.O1CCOCC1, predict the reaction product. The product is: [CH2:1]([O:2][C:3](=[O:24])[C@H:4]([OH:23])[CH2:5][N:6]([CH2:15][C:16]1[CH:17]=[CH:18][C:19]([C:28]2[CH:27]=[C:26]([Cl:25])[CH:31]=[CH:30][C:29]=2[F:35])=[CH:20][CH:21]=1)[NH2:7])[CH3:36].